This data is from Forward reaction prediction with 1.9M reactions from USPTO patents (1976-2016). The task is: Predict the product of the given reaction. (1) Given the reactants [CH2:1]([O:8][C:9]([NH:11][CH2:12][C:13]([OH:15])=O)=[O:10])[C:2]1[CH:7]=[CH:6][CH:5]=[CH:4][CH:3]=1.CN(C)C=O.C(Cl)(=O)C([Cl:24])=O, predict the reaction product. The product is: [CH2:1]([O:8][C:9]([NH:11][CH2:12][C:13]([Cl:24])=[O:15])=[O:10])[C:2]1[CH:7]=[CH:6][CH:5]=[CH:4][CH:3]=1. (2) Given the reactants [NH2:1][C@H:2]1[CH2:7][CH2:6][CH2:5][CH2:4][C@H:3]1[NH:8][C:9]1[N:14]=[C:13]([C:15]2[CH:16]=[N:17][N:18]([CH3:20])[CH:19]=2)[C:12]2[C:21](=[O:36])[N:22](CC3C=CC(OC)=CC=3OC)[CH:23]([CH3:24])[C:11]=2[C:10]=1[F:37].[C:38]([OH:44])([C:40]([F:43])([F:42])[F:41])=[O:39], predict the reaction product. The product is: [NH2:1][C@H:2]1[CH2:7][CH2:6][CH2:5][CH2:4][C@H:3]1[NH:8][C:9]1[N:14]=[C:13]([C:15]2[CH:16]=[N:17][N:18]([CH3:20])[CH:19]=2)[C:12]2[C:21](=[O:36])[NH:22][CH:23]([CH3:24])[C:11]=2[C:10]=1[F:37].[C:38]([OH:44])([C:40]([F:43])([F:42])[F:41])=[O:39].